Dataset: Forward reaction prediction with 1.9M reactions from USPTO patents (1976-2016). Task: Predict the product of the given reaction. (1) Given the reactants [F:1][C:2]1[C:3]([OH:22])=[C:4]([CH:9]=[C:10](B2OC(C)(C)C(C)(C)O2)[C:11]=1[CH3:12])[C:5]([O:7][CH3:8])=[O:6].Cl[CH2:24][C:25]1[CH:30]=[CH:29][C:28]([N:31]2[CH:35]=[CH:34][CH:33]=[N:32]2)=[CH:27][CH:26]=1.C(=O)([O-])[O-].[Na+].[Na+].COCCOC, predict the reaction product. The product is: [N:31]1([C:28]2[CH:29]=[CH:30][C:25]([CH2:24][C:10]3[C:11]([CH3:12])=[C:2]([F:1])[C:3]([OH:22])=[C:4]([CH:9]=3)[C:5]([O:7][CH3:8])=[O:6])=[CH:26][CH:27]=2)[CH:35]=[CH:34][CH:33]=[N:32]1. (2) The product is: [C:1]([C:4]1[C:12]2[C:7](=[C:8]([CH3:17])[N:9]=[CH:10][CH:11]=2)[N:6]([CH2:13][C:14]([OH:16])=[O:15])[N:5]=1)(=[O:3])[NH2:2]. Given the reactants [C:1]([C:4]1[C:12]2[C:7](=[CH:8][N:9]=[CH:10][CH:11]=2)[N:6]([CH2:13][C:14]([OH:16])=[O:15])[N:5]=1)(=[O:3])[NH2:2].[CH3:17]C1N=CC=C2C=NNC=12, predict the reaction product.